This data is from Experimentally validated miRNA-target interactions with 360,000+ pairs, plus equal number of negative samples. The task is: Binary Classification. Given a miRNA mature sequence and a target amino acid sequence, predict their likelihood of interaction. (1) Result: 0 (no interaction). The miRNA is hsa-miR-6838-5p with sequence AAGCAGCAGUGGCAAGACUCCU. The protein sequence of the target gene is MFARGLKRKYGDQEEGVEGFGTVPSYSLQRQSLLDMSLVKLQLCHMLVEPNLCRSVLIANTVRQIQEEMSQDGVWHGMAPQNVDRAPVERLVSTEILCRTVRGAEEEHPAPELEDAPLQNSVSELPIVGSAPGQRNPQSSLWEMDSPQENRGSFQKSLDQIFETLENKNSSSVEELFSDVDSSYYDLDTVLTGMMSGTKSSLCNGLEGFAAATPPPSSTCKSDLAELDHVVEILVET. (2) The miRNA is hsa-miR-766-3p with sequence ACUCCAGCCCCACAGCCUCAGC. The protein sequence of the target gene is MSEGDSVGESVHGKPSVVYRFFTRLGQIYQSWLDKSTPYTAVRWVVTLGLSFVYMIRVYLLQGWYIVTYALGIYHLNLFIAFLSPKVDPSLMEDSDDGPSLPTKQNEEFRPFIRRLPEFKFWHAATKGILVAMVCTFFDAFNVPVFWPILVMYFIMLFCITMKRQIKHMIKYRYIPFTHGKRRYRGKEDAGKAFAS. Result: 1 (interaction). (3) The miRNA is hsa-miR-939-3p with sequence CCCUGGGCCUCUGCUCCCCAG. Result: 1 (interaction). The protein sequence of the target gene is MFGSSRGGVRGGQDQFNWEDVKTDKQRENYLGNSLMAPVGRWQKGRDLTWYAKGRAPCAGPSREEELAAVREAEREALLAALGYKNVKKQPTGLSKEDFAEVCKREGGDPEEKGVDRLLGLGSASGSVGRVAMSREDKEAAKLGLSVFTHHRVESGGPGTSAASARRKPRAEDQTESSCESHRKSKKEKKKKKKRKHKKEKKKKDKEHRRPAEATSSPTSPERPRHHHHDSDSNSPCCKRRKRGHSGDRRSPSRRWHDRGSEA. (4) The miRNA is mmu-let-7g-5p with sequence UGAGGUAGUAGUUUGUACAGUU. The protein sequence of the target gene is MGKEKTHINIVVIGHVDSGKSTTTGHLIYKCGGIDKRTIEKFEKEAAEMGKGSFKYAWVLDKLKAERERGITIDISLWKFETTKYYITIIDAPGHRDFIKNMITGTSQADCAVLIVAAGVGEFEAGISKNGQTREHALLAYTLGVKQLIVGVNKMDSTEPAYSEKRYDEIVKEVSAYIKKIGYNPATVPFVPISGWHGDNMLEPSPNMPWFKGWKVERKEGNASGVSLLEALDTILPPTRPTDKPLRLPLQDVYKIGGIGTVPVGRVETGILRPGMVVTFAPVNITTEVKSVEMHHEALS.... Result: 0 (no interaction).